This data is from Full USPTO retrosynthesis dataset with 1.9M reactions from patents (1976-2016). The task is: Predict the reactants needed to synthesize the given product. (1) Given the product [CH3:41][S:42]([OH:45])(=[O:44])=[O:43].[CH3:41][S:42]([OH:45])(=[O:44])=[O:43].[F:35][C:30]1[C:29]([O:36][CH3:37])=[CH:28][C:27]([C:24]2[CH:23]=[CH:22][C:21]([N:19]([CH3:20])[CH2:18][CH2:17][N:16]([C:13]3[CH:14]=[CH:15][C:10]([C:5]4[CH:4]=[C:3]([O:39][CH3:40])[C:2]([F:1])=[C:7]([O:8][CH3:9])[CH:6]=4)=[N:11][CH:12]=3)[CH3:38])=[CH:26][N:25]=2)=[CH:32][C:31]=1[O:33][CH3:34], predict the reactants needed to synthesize it. The reactants are: [F:1][C:2]1[C:7]([O:8][CH3:9])=[CH:6][C:5]([C:10]2[CH:15]=[CH:14][C:13]([N:16]([CH3:38])[CH2:17][CH2:18][N:19]([C:21]3[CH:22]=[CH:23][C:24]([C:27]4[CH:32]=[C:31]([O:33][CH3:34])[C:30]([F:35])=[C:29]([O:36][CH3:37])[CH:28]=4)=[N:25][CH:26]=3)[CH3:20])=[CH:12][N:11]=2)=[CH:4][C:3]=1[O:39][CH3:40].[CH3:41][S:42]([OH:45])(=[O:44])=[O:43]. (2) Given the product [C:1]([O:5][C:6]([N:8]1[CH2:9][CH2:10][CH:11]([CH2:14][CH2:23][OH:24])[CH2:12][CH2:13]1)=[O:7])([CH3:2])([CH3:3])[CH3:4], predict the reactants needed to synthesize it. The reactants are: [C:1]([O:5][C:6]([N:8]1[CH2:13][CH2:12][CH:11]([CH:14]=O)[CH2:10][CH2:9]1)=[O:7])([CH3:4])([CH3:3])[CH3:2].C[Mg]Br.[Cl-].[NH4+].C1C[O:24][CH2:23]C1. (3) Given the product [CH2:19]([O:18][C:16](=[O:17])[CH2:15][N:6]1[CH:7]=[C:3]([CH2:1][CH3:2])[N:4]=[CH:5]1)[CH3:20].[CH2:19]([O:18][C:16](=[O:17])[CH2:15][N:4]1[C:3]([CH2:1][CH3:2])=[CH:7][N:6]=[CH:5]1)[CH3:20], predict the reactants needed to synthesize it. The reactants are: [CH2:1]([C:3]1[N:4]=[CH:5][NH:6][CH:7]=1)[CH3:2].CC([O-])(C)C.[K+].Br[CH2:15][C:16]([O:18][CH2:19][CH3:20])=[O:17].O. (4) Given the product [CH3:13][C:14]1[S:23][C:22]2[C:21]3[C:24]([CH3:27])=[N:25][O:26][C:20]=3[C@H:19]([C@@H:28]([CH3:1])[C:29]([O:31][C:32]([CH3:33])([CH3:34])[CH3:35])=[O:30])[NH:18][C:17](=[O:36])[C:16]=2[C:15]=1[CH3:37], predict the reactants needed to synthesize it. The reactants are: [CH:1](NC(C)C)(C)C.[Li]CCCC.[CH3:13][C:14]1[S:23][C:22]2[C:21]3[C:24]([CH3:27])=[N:25][O:26][C:20]=3[C@H:19]([CH2:28][C:29]([O:31][C:32]([CH3:35])([CH3:34])[CH3:33])=[O:30])[NH:18][C:17](=[O:36])[C:16]=2[C:15]=1[CH3:37].IC.